This data is from Peptide-MHC class II binding affinity with 134,281 pairs from IEDB. The task is: Regression. Given a peptide amino acid sequence and an MHC pseudo amino acid sequence, predict their binding affinity value. This is MHC class II binding data. (1) The peptide sequence is CVDAKMTEEDKENALSL. The MHC is DRB3_0202 with pseudo-sequence DRB3_0202. The binding affinity (normalized) is 0. (2) The peptide sequence is TNIRQAGVQY. The MHC is DRB5_0101 with pseudo-sequence DRB5_0101. The binding affinity (normalized) is 0. (3) The peptide sequence is EKVDAAFKVAATAAN. The MHC is DRB3_0202 with pseudo-sequence DRB3_0202. The binding affinity (normalized) is 0.375. (4) The peptide sequence is GARSLTTLLRALGAQ. The MHC is DRB1_0301 with pseudo-sequence DRB1_0301. The binding affinity (normalized) is 0.0872. (5) The peptide sequence is EDDLLNRNNTFKPFA. The MHC is DRB1_1501 with pseudo-sequence DRB1_1501. The binding affinity (normalized) is 0.145. (6) The peptide sequence is ISFCNANPGLMKDVA. The MHC is DRB4_0101 with pseudo-sequence DRB4_0103. The binding affinity (normalized) is 0.171.